This data is from Reaction yield outcomes from USPTO patents with 853,638 reactions. The task is: Predict the reaction yield, written as a fraction of the theoretical maximum amount of product (1.0 means a 100% yield; for example, 0.34 means a 34% yield). (1) The reactants are [F:1][C:2]1[CH:7]=[C:6]([CH2:8][C:9]2[C:10](=[O:28])[N:11]([CH:21]3[CH2:26][CH2:25][CH:24]([OH:27])[CH2:23][CH2:22]3)[C:12]3[N:13]([N:18]=[CH:19][N:20]=3)[C:14]=2[CH2:15][CH2:16][CH3:17])[CH:5]=[CH:4][C:3]=1[C:29]1[C:30]([C:35]#[N:36])=[CH:31][CH:32]=[CH:33][CH:34]=1.[N+](=CC(OCC)=[O:41])=[N-].[C:45]1([CH3:51])[CH:50]=CC=C[CH:46]=1. The catalyst is C([O-])(=O)C.[Rh+]. The product is [F:1][C:2]1[CH:7]=[C:6]([CH2:8][C:9]2[C:10](=[O:28])[N:11]([C@H:21]3[CH2:22][CH2:23][C@H:24]([O:27][CH2:46][C:45]([OH:41])([CH3:51])[CH3:50])[CH2:25][CH2:26]3)[C:12]3[N:13]([N:18]=[CH:19][N:20]=3)[C:14]=2[CH2:15][CH2:16][CH3:17])[CH:5]=[CH:4][C:3]=1[C:29]1[C:30]([C:35]#[N:36])=[CH:31][CH:32]=[CH:33][CH:34]=1. The yield is 0.230. (2) The reactants are [CH2:1]([C@H:8]([NH:32]C(=O)OC(C)(C)C)[C@H:9]([OH:31])[CH2:10][CH:11]([O:25][CH:26]1[CH2:30][CH2:29][CH2:28][CH2:27]1)[S:12]([C:15]1[CH:16]=[C:17]2[C:22](=[CH:23][CH:24]=1)[N:21]=[CH:20][CH:19]=[N:18]2)(=[O:14])=[O:13])[C:2]1[CH:7]=[CH:6][CH:5]=[CH:4][CH:3]=1.FC(F)(F)C(O)=O. No catalyst specified. The product is [NH2:32][C@@H:8]([CH2:1][C:2]1[CH:3]=[CH:4][CH:5]=[CH:6][CH:7]=1)[C@H:9]([OH:31])[CH2:10][CH:11]([O:25][CH:26]1[CH2:27][CH2:28][CH2:29][CH2:30]1)[S:12]([C:15]1[CH:16]=[C:17]2[C:22](=[CH:23][CH:24]=1)[N:21]=[CH:20][CH:19]=[N:18]2)(=[O:13])=[O:14]. The yield is 0.820. (3) The reactants are Cl.[Br:2][C:3]1[CH:8]=[CH:7][C:6]([CH:9]2[CH2:14][CH2:13][NH:12][CH2:11][CH2:10]2)=[CH:5][CH:4]=1.C([O-])([O-])=O.[K+].[K+].[CH3:21][C:22]([O:25][C:26](O[C:26]([O:25][C:22]([CH3:24])([CH3:23])[CH3:21])=[O:27])=[O:27])([CH3:24])[CH3:23]. The catalyst is C(Cl)Cl.O. The product is [C:26]([N:12]1[CH2:11][CH2:10][CH:9]([C:6]2[CH:7]=[CH:8][C:3]([Br:2])=[CH:4][CH:5]=2)[CH2:14][CH2:13]1)([O:25][C:22]([CH3:24])([CH3:23])[CH3:21])=[O:27]. The yield is 0.760. (4) The reactants are [S:1]1[CH:5]=[CH:4][CH:3]=[C:2]1[CH2:6][C:7]([OH:9])=O.C1C=CC2N(O)N=NC=2C=1.CCN(C(C)C)C(C)C.[CH3:29][O:30][C:31](=[O:45])[C:32]1[CH:37]=[CH:36][C:35]([NH:38][CH:39]([CH2:42][CH3:43])[CH2:40][CH3:41])=[C:34]([NH2:44])[CH:33]=1. The catalyst is CN(C=O)C.O.C(Cl)CCl. The product is [CH3:29][O:30][C:31](=[O:45])[C:32]1[CH:37]=[CH:36][C:35]([NH:38][CH:39]([CH2:40][CH3:41])[CH2:42][CH3:43])=[C:34]([NH:44][C:7](=[O:9])[CH2:6][C:2]2[S:1][CH:5]=[CH:4][CH:3]=2)[CH:33]=1. The yield is 0.770. (5) The reactants are Cl[C:2]1[N:7]=[C:6]([C:8]#[N:9])[C:5]([N+:10]([O-:12])=[O:11])=[CH:4][CH:3]=1.[Cl:13][C:14]1[CH:15]=[C:16]([SH:21])[CH:17]=[C:18]([Cl:20])[CH:19]=1.C([O-])([O-])=O.[K+].[K+].C(OCC)(=O)C. The catalyst is C(#N)C. The product is [Cl:13][C:14]1[CH:15]=[C:16]([S:21][C:2]2[N:7]=[C:6]([C:8]#[N:9])[C:5]([N+:10]([O-:12])=[O:11])=[CH:4][CH:3]=2)[CH:17]=[C:18]([Cl:20])[CH:19]=1. The yield is 0.800.